From a dataset of Full USPTO retrosynthesis dataset with 1.9M reactions from patents (1976-2016). Predict the reactants needed to synthesize the given product. (1) Given the product [CH3:32][O:31][C:28]1[CH:29]=[CH:23][C:22]([NH:19][C:1](=[O:10])[C:2]2[CH:8]=[CH:7][CH:6]=[CH:5][C:3]=2[OH:4])=[CH:26][CH:27]=1, predict the reactants needed to synthesize it. The reactants are: [C:1]([OH:10])(=O)[C:2]1[C:3](=[CH:5][CH:6]=[CH:7][CH:8]=1)[OH:4].C(Cl)(=O)C(Cl)=O.C([N:19]([CH2:22][CH3:23])CC)C.C(Cl)(=O)C1C=[CH:29][C:28]([O:31][CH3:32])=[CH:27][CH:26]=1. (2) Given the product [CH2:29]([C:34]1[CH:35]=[CH:36][C:37]([S:40]([NH:19][CH2:18][CH2:17][C:8]2[C:9]([C:12]3[S:13][CH:14]=[CH:15][CH:16]=3)=[N:10][NH:11][C:7]=2[C:2]2[CH:3]=[N:4][CH:5]=[CH:6][N:1]=2)(=[O:42])=[O:41])=[CH:38][CH:39]=1)[CH2:30][CH2:31][CH2:32][CH3:33], predict the reactants needed to synthesize it. The reactants are: [N:1]1[CH:6]=[CH:5][N:4]=[CH:3][C:2]=1[C:7]1[NH:11][N:10]=[C:9]([C:12]2[S:13][CH:14]=[CH:15][CH:16]=2)[C:8]=1[CH2:17][CH2:18][NH2:19].C(N(C(C)C)CC)(C)C.[CH2:29]([C:34]1[CH:39]=[CH:38][C:37]([S:40](Cl)(=[O:42])=[O:41])=[CH:36][CH:35]=1)[CH2:30][CH2:31][CH2:32][CH3:33]. (3) Given the product [CH2:39]([N:41]1[CH2:42][CH2:43][N:44]([CH2:47][C:48]2[CH:53]=[CH:52][C:51]([NH:54][C:55]([NH:57][C:62]3[CH:30]=[CH:29][CH:28]=[C:33]([C:32]#[CH:31])[CH:61]=3)=[O:56])=[CH:50][C:49]=2[C:65]([F:68])([F:66])[F:67])[CH2:45][CH2:46]1)[CH3:40], predict the reactants needed to synthesize it. The reactants are: ClC(Cl)(OC(=O)OC(Cl)(Cl)Cl)Cl.C([O-])([O-])=O.[Na+].[Na+].C(N1CCN(C[C:28]2[CH:33]=[CH:32][C:31](N)=[CH:30][C:29]=2C(F)(F)F)CC1)C.[CH2:39]([N:41]1[CH2:46][CH2:45][N:44]([CH2:47][C:48]2[CH:53]=[CH:52][C:51]([NH:54][C:55]([N:57]3[CH2:62][CH2:61]N(CC)CC3)=[O:56])=[CH:50][C:49]=2[C:65]([F:68])([F:67])[F:66])[CH2:43][CH2:42]1)[CH3:40].C(N1CCNCC1)C.C(C1C=C(N)C=CC=1)#C. (4) Given the product [CH3:1][O:2][C:3](=[O:47])[NH:4][CH:5]([C:9]([N:11]1[CH2:15][CH2:14][CH2:13][CH:12]1[C:16]1[NH:17][C:18]([C:21]2[CH:30]=[CH:29][C:28]3[C:23](=[CH:24][CH:25]=[C:26]([C:31]4[CH:36]=[CH:35][C:34]([C:37]5[NH:38][C:39]([CH:42]6[CH2:46][CH2:45][CH2:44][N:43]6[C:54](=[O:55])[CH:53]([NH:52][C:50]([O:49][CH3:48])=[O:51])[C:57]6[CH:62]=[CH:61][CH:60]=[CH:59][C:58]=6[O:63][CH3:64])=[N:40][CH:41]=5)=[CH:33][CH:32]=4)[CH:27]=3)[CH:22]=2)=[CH:19][N:20]=1)=[O:10])[CH:6]([CH3:8])[CH3:7], predict the reactants needed to synthesize it. The reactants are: [CH3:1][O:2][C:3](=[O:47])[NH:4][CH:5]([C:9]([N:11]1[CH2:15][CH2:14][CH2:13][CH:12]1[C:16]1[NH:17][C:18]([C:21]2[CH:30]=[CH:29][C:28]3[C:23](=[CH:24][CH:25]=[C:26]([C:31]4[CH:36]=[CH:35][C:34]([C:37]5[NH:38][C:39]([CH:42]6[CH2:46][CH2:45][CH2:44][NH:43]6)=[N:40][CH:41]=5)=[CH:33][CH:32]=4)[CH:27]=3)[CH:22]=2)=[CH:19][N:20]=1)=[O:10])[CH:6]([CH3:8])[CH3:7].[CH3:48][O:49][C:50]([NH:52][C@@H:53]([C:57]1[CH:62]=[CH:61][CH:60]=[CH:59][C:58]=1[O:63][CH3:64])[C:54](O)=[O:55])=[O:51].[O-]P([O-])([O-])=O.[K+].[K+].[K+].CCOC(C(C#N)=NOC(N1CCOCC1)=[N+](C)C)=O.F[P-](F)(F)(F)(F)F. (5) Given the product [C:22]([OH:29])(=[O:28])/[CH:23]=[CH:24]\[C:25]([OH:27])=[O:26].[S:1]1[C:6]2=[CH:7][CH:8]=[CH:9][C:5]2=[CH:4][CH:3]=[C:2]1[CH:10]1[C:19]2[C:14](=[CH:15][CH:16]=[C:17]([CH3:20])[CH:18]=2)[CH2:13][CH2:12][N:11]1[CH3:21], predict the reactants needed to synthesize it. The reactants are: [S:1]1[C:6]2=[CH:7][CH:8]=[CH:9][C:5]2=[CH:4][CH:3]=[C:2]1[CH:10]1[C:19]2[C:14](=[CH:15][CH:16]=[C:17]([CH3:20])[CH:18]=2)[CH2:13][CH2:12][N:11]1[CH3:21].[C:22]([OH:29])(=[O:28])/[CH:23]=[CH:24]\[C:25]([OH:27])=[O:26]. (6) The reactants are: C(Cl)(=O)C(Cl)=O.CS(C)=O.[CH3:11][O:12][C:13](=[O:27])[C@@H:14]1[CH2:18][CH:17]([OH:19])[CH2:16][N:15]1[C:20]([O:22][C:23]([CH3:26])([CH3:25])[CH3:24])=[O:21].C(N(CC)CC)C. Given the product [CH3:11][O:12][C:13](=[O:27])[C@@H:14]1[CH2:18][C:17](=[O:19])[CH2:16][N:15]1[C:20]([O:22][C:23]([CH3:25])([CH3:24])[CH3:26])=[O:21], predict the reactants needed to synthesize it. (7) Given the product [C:37]([C:36]1[CH:39]=[CH:40][C:33]([NH:32][C:8](=[O:10])[CH:7]([CH:1]2[CH2:6][CH2:5][CH2:4][CH2:3][CH2:2]2)[N:11]2[C:15]3[CH:16]=[C:17]([F:21])[C:18]([F:20])=[CH:19][C:14]=3[N:13]=[C:12]2[C:22]2[C:23]([O:30][CH3:31])=[N:24][C:25]([O:28][CH3:29])=[CH:26][CH:27]=2)=[C:34]([C:41]([F:42])([F:43])[F:44])[CH:35]=1)#[N:38], predict the reactants needed to synthesize it. The reactants are: [CH:1]1([CH:7]([N:11]2[C:15]3[CH:16]=[C:17]([F:21])[C:18]([F:20])=[CH:19][C:14]=3[N:13]=[C:12]2[C:22]2[C:23]([O:30][CH3:31])=[N:24][C:25]([O:28][CH3:29])=[CH:26][CH:27]=2)[C:8]([OH:10])=O)[CH2:6][CH2:5][CH2:4][CH2:3][CH2:2]1.[NH2:32][C:33]1[CH:40]=[CH:39][C:36]([C:37]#[N:38])=[CH:35][C:34]=1[C:41]([F:44])([F:43])[F:42]. (8) Given the product [NH2:1][C:2]1[N:6]([C:7]2[C:12]([F:13])=[CH:11][C:10]([C:14]([F:16])([F:15])[F:17])=[CH:9][C:8]=2[Cl:18])[N:5]=[C:4]([C:19]#[N:20])[C:3]=1[S:39]([C:35]([F:38])([F:37])[F:36])=[O:40], predict the reactants needed to synthesize it. The reactants are: [NH2:1][C:2]1[N:6]([C:7]2[C:12]([F:13])=[CH:11][C:10]([C:14]([F:17])([F:16])[F:15])=[CH:9][C:8]=2[Cl:18])[N:5]=[C:4]([C:19]#[N:20])[CH:3]=1.S(C1C=CC(C)=CC=1)(O)(=O)=O.CNC.[C:35]([S:39](Cl)=[O:40])([F:38])([F:37])[F:36]. (9) Given the product [N:1]1[NH:2][N:3]=[N:17][C:10]=1[N:11]1[CH2:15][CH2:14][C@@H:13]([OH:16])[CH2:12]1, predict the reactants needed to synthesize it. The reactants are: [N:1]1([C:10](=[NH:17])[N:11]2[CH2:15][CH2:14][C@@H:13]([OH:16])[CH2:12]2)C2C=CC=CC=2[N:3]=[N:2]1.[N-]=[N+]=[N-].[Na+].CC(O)=O. (10) The reactants are: [CH3:1][C:2]1([CH2:13][N:14]2[CH2:19][CH2:18][N:17]([C:20]([O:22][CH2:23][C:24]3[CH:29]=[CH:28][C:27]([S:30][CH3:31])=[CH:26][CH:25]=3)=[O:21])[CH2:16][CH2:15]2)[O:6][C:5]2=[N:7][C:8]([N+:10]([O-:12])=[O:11])=[CH:9][N:4]2[CH2:3]1.ClC1C=CC=C(C(OO)=[O:40])C=1. Given the product [CH3:1][C:2]1([CH2:13][N:14]2[CH2:15][CH2:16][N:17]([C:20]([O:22][CH2:23][C:24]3[CH:25]=[CH:26][C:27]([S:30]([CH3:31])=[O:40])=[CH:28][CH:29]=3)=[O:21])[CH2:18][CH2:19]2)[O:6][C:5]2=[N:7][C:8]([N+:10]([O-:12])=[O:11])=[CH:9][N:4]2[CH2:3]1, predict the reactants needed to synthesize it.